This data is from Full USPTO retrosynthesis dataset with 1.9M reactions from patents (1976-2016). The task is: Predict the reactants needed to synthesize the given product. (1) Given the product [CH:15]1([C:2]2[CH:7]=[CH:6][C:5]([OH:8])=[CH:4][C:3]=2[O:9][CH3:10])[CH2:16][CH2:11]1, predict the reactants needed to synthesize it. The reactants are: Br[C:2]1[CH:7]=[CH:6][C:5]([OH:8])=[CH:4][C:3]=1[O:9][CH3:10].[C:11]1(O)[CH:16]=[CH:15]C=CC=1. (2) Given the product [N:11]1([C:2]2[CH:7]=[CH:6][C:5]([N+:8]([O-:10])=[O:9])=[CH:4][CH:3]=2)[CH2:16][CH2:15][CH2:14][CH2:13][CH2:12]1, predict the reactants needed to synthesize it. The reactants are: Br[C:2]1[CH:7]=[CH:6][C:5]([N+:8]([O-:10])=[O:9])=[CH:4][CH:3]=1.[NH:11]1[CH2:16][CH2:15][CH2:14][CH2:13][CH2:12]1.C(=O)([O-])[O-].[K+].[K+].O. (3) Given the product [C:1]([C:3]([C:11]1[S:12][CH:13]=[CH:14][CH:15]=1)([CH:8]([CH3:10])[CH3:9])[CH2:4][CH2:5][CH2:6][N:28]1[CH2:29][CH2:30][N:25]([CH2:24][CH2:23][O:22][C:17]2[CH:18]=[CH:19][CH:20]=[CH:21][N:16]=2)[CH2:26][CH2:27]1)#[N:2], predict the reactants needed to synthesize it. The reactants are: [C:1]([C:3]([C:11]1[S:12][CH:13]=[CH:14][CH:15]=1)([CH:8]([CH3:10])[CH3:9])[CH2:4][CH2:5][CH2:6]I)#[N:2].[N:16]1[CH:21]=[CH:20][CH:19]=[CH:18][C:17]=1[O:22][CH2:23][CH2:24][N:25]1[CH2:30][CH2:29][NH:28][CH2:27][CH2:26]1.